The task is: Regression. Given two drug SMILES strings and cell line genomic features, predict the synergy score measuring deviation from expected non-interaction effect.. This data is from NCI-60 drug combinations with 297,098 pairs across 59 cell lines. (1) Drug 1: CCCS(=O)(=O)NC1=C(C(=C(C=C1)F)C(=O)C2=CNC3=C2C=C(C=N3)C4=CC=C(C=C4)Cl)F. Drug 2: CS(=O)(=O)C1=CC(=C(C=C1)C(=O)NC2=CC(=C(C=C2)Cl)C3=CC=CC=N3)Cl. Cell line: MDA-MB-231. Synergy scores: CSS=9.41, Synergy_ZIP=-0.795, Synergy_Bliss=3.82, Synergy_Loewe=1.57, Synergy_HSA=1.53. (2) Drug 1: C1=NC2=C(N1)C(=S)N=C(N2)N. Drug 2: CCN(CC)CCCC(C)NC1=C2C=C(C=CC2=NC3=C1C=CC(=C3)Cl)OC. Cell line: SN12C. Synergy scores: CSS=25.8, Synergy_ZIP=-5.00, Synergy_Bliss=0.209, Synergy_Loewe=-0.682, Synergy_HSA=0.713. (3) Drug 1: C1CC(=O)NC(=O)C1N2C(=O)C3=CC=CC=C3C2=O. Drug 2: CC1CCCC2(C(O2)CC(NC(=O)CC(C(C(=O)C(C1O)C)(C)C)O)C(=CC3=CSC(=N3)C)C)C. Cell line: SK-MEL-2. Synergy scores: CSS=49.9, Synergy_ZIP=0.536, Synergy_Bliss=0.333, Synergy_Loewe=-28.6, Synergy_HSA=2.63. (4) Drug 1: CC1OCC2C(O1)C(C(C(O2)OC3C4COC(=O)C4C(C5=CC6=C(C=C35)OCO6)C7=CC(=C(C(=C7)OC)O)OC)O)O. Drug 2: CCC1=C2N=C(C=C(N2N=C1)NCC3=C[N+](=CC=C3)[O-])N4CCCCC4CCO. Cell line: NCIH23. Synergy scores: CSS=65.9, Synergy_ZIP=-1.69, Synergy_Bliss=-3.26, Synergy_Loewe=-4.21, Synergy_HSA=0.0113. (5) Drug 1: CCC1(C2=C(COC1=O)C(=O)N3CC4=CC5=C(C=CC(=C5CN(C)C)O)N=C4C3=C2)O.Cl. Drug 2: CC12CCC3C(C1CCC2OP(=O)(O)O)CCC4=C3C=CC(=C4)OC(=O)N(CCCl)CCCl.[Na+]. Cell line: SK-MEL-5. Synergy scores: CSS=27.9, Synergy_ZIP=1.65, Synergy_Bliss=0.793, Synergy_Loewe=-47.3, Synergy_HSA=-3.48. (6) Drug 2: CC1CCC2CC(C(=CC=CC=CC(CC(C(=O)C(C(C(=CC(C(=O)CC(OC(=O)C3CCCCN3C(=O)C(=O)C1(O2)O)C(C)CC4CCC(C(C4)OC)OCCO)C)C)O)OC)C)C)C)OC. Drug 1: CC1C(C(CC(O1)OC2CC(CC3=C2C(=C4C(=C3O)C(=O)C5=C(C4=O)C(=CC=C5)OC)O)(C(=O)C)O)N)O.Cl. Cell line: UACC62. Synergy scores: CSS=30.1, Synergy_ZIP=-2.49, Synergy_Bliss=8.87, Synergy_Loewe=10.1, Synergy_HSA=11.8. (7) Drug 1: C1C(C(OC1N2C=C(C(=O)NC2=O)F)CO)O. Drug 2: CC1=C2C(C(=O)C3(C(CC4C(C3C(C(C2(C)C)(CC1OC(=O)C(C(C5=CC=CC=C5)NC(=O)OC(C)(C)C)O)O)OC(=O)C6=CC=CC=C6)(CO4)OC(=O)C)O)C)O. Cell line: MOLT-4. Synergy scores: CSS=39.9, Synergy_ZIP=3.63, Synergy_Bliss=7.50, Synergy_Loewe=-10.1, Synergy_HSA=4.99. (8) Drug 1: CCC1(CC2CC(C3=C(CCN(C2)C1)C4=CC=CC=C4N3)(C5=C(C=C6C(=C5)C78CCN9C7C(C=CC9)(C(C(C8N6C)(C(=O)OC)O)OC(=O)C)CC)OC)C(=O)OC)O.OS(=O)(=O)O. Drug 2: CCN(CC)CCCC(C)NC1=C2C=C(C=CC2=NC3=C1C=CC(=C3)Cl)OC. Cell line: HCC-2998. Synergy scores: CSS=26.3, Synergy_ZIP=-4.07, Synergy_Bliss=4.69, Synergy_Loewe=3.24, Synergy_HSA=1.10. (9) Drug 1: C1=CC(=CC=C1CCC2=CNC3=C2C(=O)NC(=N3)N)C(=O)NC(CCC(=O)O)C(=O)O. Drug 2: C1C(C(OC1N2C=NC(=NC2=O)N)CO)O. Cell line: IGROV1. Synergy scores: CSS=25.7, Synergy_ZIP=-2.72, Synergy_Bliss=3.04, Synergy_Loewe=-2.78, Synergy_HSA=3.56. (10) Drug 1: CN(C(=O)NC(C=O)C(C(C(CO)O)O)O)N=O. Drug 2: CCC1(C2=C(COC1=O)C(=O)N3CC4=CC5=C(C=CC(=C5CN(C)C)O)N=C4C3=C2)O.Cl. Cell line: SK-OV-3. Synergy scores: CSS=7.04, Synergy_ZIP=-4.09, Synergy_Bliss=-10.0, Synergy_Loewe=-25.4, Synergy_HSA=-8.75.